Dataset: Reaction yield outcomes from USPTO patents with 853,638 reactions. Task: Predict the reaction yield, written as a fraction of the theoretical maximum amount of product (1.0 means a 100% yield; for example, 0.34 means a 34% yield). (1) The reactants are [CH3:1][O:2][C:3]1[N:8]=[CH:7][C:6]([CH2:9][OH:10])=[CH:5][CH:4]=1.[H-].[Na+].[NH2:13][C:14]1[N:19]=[C:18](Cl)[CH:17]=[CH:16][N:15]=1. The catalyst is C1COCC1. The product is [CH3:1][O:2][C:3]1[N:8]=[CH:7][C:6]([CH2:9][O:10][C:16]2[CH:17]=[CH:18][N:19]=[C:14]([NH2:13])[N:15]=2)=[CH:5][CH:4]=1. The yield is 0.650. (2) The reactants are [F:1][C:2]1[C:7]2[O:8][CH2:9][O:10][C:6]=2[CH:5]=[C:4]([CH2:11]O)[CH:3]=1.C([O-])(O)=O.[Na+].O=S(Cl)[Cl:20]. The yield is 0.920. No catalyst specified. The product is [Cl:20][CH2:11][C:4]1[CH:3]=[C:2]([F:1])[C:7]2[O:8][CH2:9][O:10][C:6]=2[CH:5]=1. (3) The reactants are CC1(C)C(C)(C)OB([C:9]2[CH:14]=[CH:13][C:12]([CH2:15][C:16]([OH:18])=[O:17])=[CH:11][CH:10]=2)O1.I[C:21]1[CH:26]=[N:25][CH:24]=[CH:23][N:22]=1.P([O-])([O-])([O-])=O.[K+].[K+].[K+]. The catalyst is O1CCOCC1.C1C=CC(/C=C/C(/C=C/C2C=CC=CC=2)=O)=CC=1.C1C=CC(/C=C/C(/C=C/C2C=CC=CC=2)=O)=CC=1.C1C=CC(/C=C/C(/C=C/C2C=CC=CC=2)=O)=CC=1.[Pd].[Pd].C1(P(C2CCCCC2)C2CCCCC2)CCCCC1. The product is [N:22]1[CH:23]=[CH:24][N:25]=[CH:26][C:21]=1[C:9]1[CH:10]=[CH:11][C:12]([CH2:15][C:16]([OH:18])=[O:17])=[CH:13][CH:14]=1. The yield is 0.320. (4) The reactants are [Cl:1][C:2]1[CH:21]=[C:20]([C:22]([F:25])([F:24])[F:23])[CH:19]=[CH:18][C:3]=1[CH2:4][N:5]1[C:9](/[CH:10]=[CH:11]/[C:12]([OH:14])=O)=[CH:8][C:7]([CH:15]2[CH2:17][CH2:16]2)=[N:6]1.[CH3:26][CH:27]([CH3:34])[CH2:28][CH2:29][S:30]([NH2:33])(=[O:32])=[O:31].N12CCCN=C1CCCCC2. The catalyst is CN(C)C=O. The product is [Cl:1][C:2]1[CH:21]=[C:20]([C:22]([F:24])([F:25])[F:23])[CH:19]=[CH:18][C:3]=1[CH2:4][N:5]1[C:9](/[CH:10]=[CH:11]/[C:12]([NH:33][S:30]([CH2:29][CH2:28][CH:27]([CH3:34])[CH3:26])(=[O:32])=[O:31])=[O:14])=[CH:8][C:7]([CH:15]2[CH2:17][CH2:16]2)=[N:6]1. The yield is 0.540. (5) The reactants are [CH2:1](OC1CCCCO1)[CH2:2][CH2:3][CH2:4][CH2:5][CH2:6][CH2:7][CH2:8][CH2:9][CH2:10][C:11]#[C:12][CH2:13][CH3:14].C(Br)(Br)(Br)[Br:23].C1(P(C2C=CC=CC=2)C2C=CC=CC=2)C=CC=CC=1. The catalyst is ClCCl. The product is [Br:23][CH2:1][CH2:2][CH2:3][CH2:4][CH2:5][CH2:6][CH2:7][CH2:8][CH2:9][CH2:10][C:11]#[C:12][CH2:13][CH3:14]. The yield is 0.870.